From a dataset of Catalyst prediction with 721,799 reactions and 888 catalyst types from USPTO. Predict which catalyst facilitates the given reaction. (1) Reactant: C(OCC)(=O)C(C)=C.[C:9]([O:14][CH2:15][CH2:16][OH:17])(=[O:13])[C:10]([CH3:12])=[CH2:11]. Product: [CH3:12][C:10]([C:9]([O:14][CH2:15][CH2:16][OH:17])=[O:13])=[CH2:11]. The catalyst class is: 1. (2) Reactant: [S:1]1[CH:5]=[CH:4][C:3]([CH:6]([CH3:10])C(O)=O)=[CH:2]1.O.ON1C2C=CC=CC=2N=N1.Cl.CN(C)CCCN=C=NCC.[CH3:34][C:35]1([C:41]2[CH:42]=[C:43]([NH:47][S:48]([CH3:51])(=[O:50])=[O:49])[CH:44]=[CH:45][CH:46]=2)[CH:40]2[CH:36]1[CH2:37][NH:38][CH2:39]2.[C:52](=O)([O-])[OH:53].[Na+]. Product: [CH3:34][C:35]1([C:41]2[CH:42]=[C:43]([NH:47][S:48]([CH3:51])(=[O:50])=[O:49])[CH:44]=[CH:45][CH:46]=2)[CH:40]2[CH:36]1[CH2:37][N:38]([C:52](=[O:53])[CH2:10][CH2:6][C:3]1[CH:4]=[CH:5][S:1][CH:2]=1)[CH2:39]2. The catalyst class is: 405. (3) Reactant: O[CH:2]1[CH:7]2[CH2:8][CH:4]([CH2:5][CH:6]2[C:9]([O:11][CH3:12])=[O:10])[CH2:3]1.[C:13]([O:17][C:18]([NH:20][C:21](=[O:27])[C:22]([O:24][CH2:25][CH3:26])=[O:23])=[O:19])([CH3:16])([CH3:15])[CH3:14].C1(P(C2C=CC=CC=2)C2C=CC=CC=2)C=CC=CC=1.N(C(OC(C)C)=O)=NC(OC(C)C)=O. Product: [C:13]([O:17][C:18]([N:20]([CH:2]1[CH:7]2[CH2:8][CH:4]([CH2:5][CH:6]2[C:9]([O:11][CH3:12])=[O:10])[CH2:3]1)[C:21](=[O:27])[C:22]([O:24][CH2:25][CH3:26])=[O:23])=[O:19])([CH3:16])([CH3:15])[CH3:14]. The catalyst class is: 1. (4) Reactant: [F:1][C:2]1[CH:7]=[CH:6][CH:5]=[CH:4][C:3]=1[N:8]1[C:16]2[C:11](=[C:12]([N:17]3[CH2:21][CH2:20][NH:19][C:18]3=[O:22])[CH:13]=[CH:14][CH:15]=2)[CH:10]=[N:9]1.[H-].[Na+].Cl[CH2:26][C:27]1[CH:32]=[N:31][CH:30]=[C:29]([CH3:33])[N:28]=1. Product: [F:1][C:2]1[CH:7]=[CH:6][CH:5]=[CH:4][C:3]=1[N:8]1[C:16]2[C:11](=[C:12]([N:17]3[CH2:21][CH2:20][N:19]([CH2:26][C:27]4[CH:32]=[N:31][CH:30]=[C:29]([CH3:33])[N:28]=4)[C:18]3=[O:22])[CH:13]=[CH:14][CH:15]=2)[CH:10]=[N:9]1. The catalyst class is: 7. (5) Reactant: C[Si](I)(C)C.[CH3:6][C@H:7]([O:11][C:12]1[CH:13]=[C:14]([CH:25]=[C:26]([O:28][C:29]2[CH:41]=[CH:40][C:32]3[C:33](=[O:39])[N:34]([CH3:38])[CH2:35][CH2:36][O:37][C:31]=3[CH:30]=2)[CH:27]=1)[C:15]([NH:17][C:18]1[CH:23]=[N:22][C:21]([CH3:24])=[CH:20][N:19]=1)=[O:16])[CH2:8][O:9]C.C(=O)([O-])O.[Na+]. Product: [OH:9][CH2:8][C@@H:7]([O:11][C:12]1[CH:13]=[C:14]([CH:25]=[C:26]([O:28][C:29]2[CH:41]=[CH:40][C:32]3[C:33](=[O:39])[N:34]([CH3:38])[CH2:35][CH2:36][O:37][C:31]=3[CH:30]=2)[CH:27]=1)[C:15]([NH:17][C:18]1[CH:23]=[N:22][C:21]([CH3:24])=[CH:20][N:19]=1)=[O:16])[CH3:6]. The catalyst class is: 10. (6) Reactant: [CH3:1][Mg]Br.CON(C)[C:7]([C:9]1[CH:17]=[C:16]2[C:12]([C:13]([CH:19]([C:33]3[CH:41]=[CH:40][C:36]4[O:37][CH2:38][O:39][C:35]=4[CH:34]=3)[C:20]([NH:22][S:23]([C:26]3[CH:31]=[CH:30][C:29]([CH3:32])=[CH:28][CH:27]=3)(=[O:25])=[O:24])=[O:21])=[CH:14][N:15]2[CH3:18])=[CH:11][CH:10]=1)=[O:8].Cl. Product: [C:7]([C:9]1[CH:17]=[C:16]2[C:12]([C:13]([CH:19]([C:33]3[CH:41]=[CH:40][C:36]4[O:37][CH2:38][O:39][C:35]=4[CH:34]=3)[C:20]([NH:22][S:23]([C:26]3[CH:27]=[CH:28][C:29]([CH3:32])=[CH:30][CH:31]=3)(=[O:24])=[O:25])=[O:21])=[CH:14][N:15]2[CH3:18])=[CH:11][CH:10]=1)(=[O:8])[CH3:1]. The catalyst class is: 469. (7) Reactant: [OH-].[Na+].[C:3]1([C:10]([O-:12])=[O:11])([C:6]([O:8][CH3:9])=[O:7])[CH2:5][CH2:4]1. Product: [CH3:9][O:8][C:6]([C:3]1([C:10]([OH:12])=[O:11])[CH2:5][CH2:4]1)=[O:7]. The catalyst class is: 5.